Dataset: Ames mutagenicity test results for genotoxicity prediction. Task: Regression/Classification. Given a drug SMILES string, predict its toxicity properties. Task type varies by dataset: regression for continuous values (e.g., LD50, hERG inhibition percentage) or binary classification for toxic/non-toxic outcomes (e.g., AMES mutagenicity, cardiotoxicity, hepatotoxicity). Dataset: ames. (1) The drug is Nc1cc2c(cc1[N+](=O)[O-])[nH]c1ccccc12. The result is 1 (mutagenic). (2) The drug is CCCC[CH-][N+](=O)[O-]. The result is 0 (non-mutagenic). (3) The result is 0 (non-mutagenic). The molecule is O=C(O)CCC(=O)Nc1ccc(Cl)cc1. (4) The compound is O=[N+]([O-])c1c(O)ccc2ccccc12. The result is 1 (mutagenic). (5) The molecule is NCCCCCCCCCCC(=O)O. The result is 0 (non-mutagenic). (6) The molecule is CC(=O)C1=C(C(C)(C)C)C(=O)C(C(C)(C)C)=C1. The result is 0 (non-mutagenic).